Dataset: Full USPTO retrosynthesis dataset with 1.9M reactions from patents (1976-2016). Task: Predict the reactants needed to synthesize the given product. (1) Given the product [C:1]([C:5]1[C:6](=[O:17])[N:7]([CH2:19][CH2:20][C:21]([CH3:24])([CH3:23])[CH3:22])[C:8]2[C:13]([N:14]=1)=[CH:12][CH:11]=[C:10]([O:15][CH3:16])[CH:9]=2)([CH3:4])([CH3:2])[CH3:3], predict the reactants needed to synthesize it. The reactants are: [C:1]([C:5]1[C:6](=[O:17])[NH:7][C:8]2[C:13]([N:14]=1)=[CH:12][CH:11]=[C:10]([O:15][CH3:16])[CH:9]=2)([CH3:4])([CH3:3])[CH3:2].Br[CH2:19][CH2:20][C:21]([CH3:24])([CH3:23])[CH3:22].C(=O)([O-])[O-].[Cs+].[Cs+]. (2) Given the product [CH3:1][O:2][C:3]([C:5]1[CH:6]=[C:7]([CH3:39])[C:8]2[O:14][C:13]3[C:15]([Cl:35])=[CH:16][C:17]([N:19]4[CH2:24][CH2:23][N:22]([CH2:25][C:26]5[CH:31]=[CH:30][CH:29]=[C:28]([NH2:32])[CH:27]=5)[CH2:21][CH2:20]4)=[CH:18][C:12]=3[CH2:11][S:10](=[O:36])(=[O:37])[C:9]=2[CH:38]=1)=[O:4], predict the reactants needed to synthesize it. The reactants are: [CH3:1][O:2][C:3]([C:5]1[CH:6]=[C:7]([CH3:39])[C:8]2[O:14][C:13]3[C:15]([Cl:35])=[CH:16][C:17]([N:19]4[CH2:24][CH2:23][N:22]([CH2:25][C:26]5[CH:31]=[CH:30][CH:29]=[C:28]([N+:32]([O-])=O)[CH:27]=5)[CH2:21][CH2:20]4)=[CH:18][C:12]=3[CH2:11][S:10](=[O:37])(=[O:36])[C:9]=2[CH:38]=1)=[O:4]. (3) The reactants are: [NH2:1][C:2]1[CH:9]=[C:8]([O:10][CH3:11])[C:7]([O:12][CH3:13])=[CH:6][C:3]=1[C:4]#[N:5].C(=O)(O)[O-].[Na+].Br[CH2:20][C:21]([O:23][CH2:24][CH3:25])=[O:22]. Given the product [CH2:24]([O:23][C:21](=[O:22])[CH2:20][NH:1][C:2]1[CH:9]=[C:8]([O:10][CH3:11])[C:7]([O:12][CH3:13])=[CH:6][C:3]=1[C:4]#[N:5])[CH3:25], predict the reactants needed to synthesize it. (4) Given the product [C:30]([C:29]1[CH:15]([CH2:14][CH:8]2[CH2:7][CH2:6][C:5]3[C:10](=[CH:11][CH:12]=[C:3]([O:2][CH3:1])[CH:4]=3)[C:9]2=[O:13])[CH:16]=[CH:17][N:27]([CH2:26][C:21]2[CH:22]=[CH:23][CH:24]=[CH:25][C:20]=2[F:19])[CH:28]=1)(=[O:32])[CH3:31], predict the reactants needed to synthesize it. The reactants are: [CH3:1][O:2][C:3]1[CH:4]=[C:5]2[C:10](=[CH:11][CH:12]=1)[C:9](=[O:13])[CH:8]([CH2:14]/[CH:15]=[CH:16]/[CH:17]=O)[CH2:7][CH2:6]2.[F:19][C:20]1[CH:25]=[CH:24][CH:23]=[CH:22][C:21]=1[CH2:26][NH:27][CH:28]=[CH:29][C:30](=[O:32])[CH3:31]. (5) The reactants are: [CH2:1]([O:8][C:9]1[CH:10]=[C:11]2[C:16](=[CH:17][C:18]=1[O:19][CH3:20])[CH:15]([CH2:21]S(C1N(C3C=CC=CC=3)N=NN=1)(=O)=O)[N:14](C(OC(C)(C)C)=O)[CH2:13][CH2:12]2)[C:2]1[CH:7]=[CH:6][CH:5]=[CH:4][CH:3]=1.[CH:43]([C:46]1[C:47]([O:55][CH3:56])=[CH:48][C:49]([CH3:54])=[C:50]([CH:53]=1)[CH:51]=O)([CH3:45])[CH3:44].C[Si]([N-][Si](C)(C)C)(C)C.[Li+]. Given the product [CH2:1]([O:8][C:9]1[CH:10]=[C:11]2[C:16](=[CH:17][C:18]=1[O:19][CH3:20])[CH:15](/[CH:21]=[CH:51]/[C:50]1[CH:53]=[C:46]([CH:43]([CH3:45])[CH3:44])[C:47]([O:55][CH3:56])=[CH:48][C:49]=1[CH3:54])[NH:14][CH2:13][CH2:12]2)[C:2]1[CH:7]=[CH:6][CH:5]=[CH:4][CH:3]=1, predict the reactants needed to synthesize it. (6) Given the product [Br:1][C:2]1[CH:3]=[C:4]([C:9]2([CH:44]([C:43]3[CH:46]=[CH:47][C:48]([CH2:49][CH3:50])=[C:41]([O:40][Si:23]([C:36]([CH3:37])([CH3:39])[CH3:38])([C:24]4[CH:25]=[CH:26][CH:27]=[CH:28][CH:29]=4)[C:30]4[CH:35]=[CH:34][CH:33]=[CH:32][CH:31]=4)[CH:42]=3)[OH:45])[S:10][CH2:11][CH2:12][CH2:13][S:14]2)[CH:5]=[CH:6][C:7]=1[F:8], predict the reactants needed to synthesize it. The reactants are: [Br:1][C:2]1[CH:3]=[C:4]([CH:9]2[S:14][CH2:13][CH2:12][CH2:11][S:10]2)[CH:5]=[CH:6][C:7]=1[F:8].C(NC(C)C)(C)C.[Li].[Si:23]([O:40][C:41]1[CH:42]=[C:43]([CH:46]=[CH:47][C:48]=1[CH2:49][CH3:50])[CH:44]=[O:45])([C:36]([CH3:39])([CH3:38])[CH3:37])([C:30]1[CH:35]=[CH:34][CH:33]=[CH:32][CH:31]=1)[C:24]1[CH:29]=[CH:28][CH:27]=[CH:26][CH:25]=1.[Cl-].[NH4+]. (7) Given the product [NH2:10][C:8]1[CH:7]=[CH:6][C:3]([C:4]#[N:5])=[C:2]([OH:1])[CH:9]=1, predict the reactants needed to synthesize it. The reactants are: [OH:1][C:2]1[CH:9]=[C:8]([N+:10]([O-])=O)[CH:7]=[CH:6][C:3]=1[C:4]#[N:5].CO.